This data is from Catalyst prediction with 721,799 reactions and 888 catalyst types from USPTO. The task is: Predict which catalyst facilitates the given reaction. (1) Reactant: [C:1]([NH:4][CH:5](C(OCC)=O)[C:6]([O:8]CC)=[O:7])(=[O:3])[CH3:2].CC(C)([O-])C.[K+].[C:22]1([C:28](Cl)(Cl)[C:29]2[CH:34]=[CH:33][CH:32]=[CH:31][CH:30]=2)[CH:27]=[CH:26][CH:25]=[CH:24][CH:23]=1.[I-].[K+].[OH-].[Na+]. Product: [C:1]([NH:4][CH:5]([CH:28]([C:29]1[CH:34]=[CH:33][CH:32]=[CH:31][CH:30]=1)[C:22]1[CH:27]=[CH:26][CH:25]=[CH:24][CH:23]=1)[C:6]([OH:8])=[O:7])(=[O:3])[CH3:2]. The catalyst class is: 60. (2) Reactant: [C:1]([C:3]1([C:14]2[CH:19]=[CH:18][CH:17]=[CH:16][N:15]=2)[CH2:6][N:5](C(OC(C)(C)C)=O)[CH2:4]1)#[N:2].[ClH:20]. Product: [ClH:20].[N:15]1[CH:16]=[CH:17][CH:18]=[CH:19][C:14]=1[C:3]1([C:1]#[N:2])[CH2:4][NH:5][CH2:6]1. The catalyst class is: 12. (3) Product: [F:51][C:46]1[CH:47]=[CH:48][CH:49]=[CH:50][C:45]=1[O:44][C:41]1[CH:42]=[CH:43][C:38]([C:37]([N:36]([CH2:35][C:34]2[CH:60]=[CH:61][C:31]([C:74]([O:66][CH3:65])=[O:75])=[CH:32][CH:33]=2)[CH2:53][CH:54]2[CH2:55][CH:56]([O:58][CH3:59])[CH2:57]2)=[O:52])=[CH:39][CH:40]=1. The catalyst class is: 167. Reactant: C1(P(C2C=CC=CC=2)CCCP(C2C=CC=CC=2)C2C=CC=CC=2)C=CC=CC=1.Br[C:31]1[CH:61]=[CH:60][C:34]([CH2:35][N:36]([CH2:53][CH:54]2[CH2:57][CH:56]([O:58][CH3:59])[CH2:55]2)[C:37](=[O:52])[C:38]2[CH:43]=[CH:42][C:41]([O:44][C:45]3[CH:50]=[CH:49][CH:48]=[CH:47][C:46]=3[F:51])=[CH:40][CH:39]=2)=[CH:33][CH:32]=1.CN([CH:65]=[O:66])C.C(N(CC)CC)C.[CH3:74][OH:75]. (4) Reactant: [Cl:1][C:2]1[CH:7]=[CH:6][CH:5]=[CH:4][C:3]=1[C:8]1[CH:16]=[CH:15][C:11]([C:12]([OH:14])=O)=[CH:10][N:9]=1.[C:17]([C:21]1[CH:27]=[CH:26][C:24]([NH2:25])=[CH:23][CH:22]=1)([CH3:20])([CH3:19])[CH3:18].CN([P+](ON1N=NC2C=CC=CC1=2)(N(C)C)N(C)C)C.F[P-](F)(F)(F)(F)F.C(N(CC)CC)C. Product: [C:17]([C:21]1[CH:22]=[CH:23][C:24]([NH:25][C:12](=[O:14])[C:11]2[CH:15]=[CH:16][C:8]([C:3]3[CH:4]=[CH:5][CH:6]=[CH:7][C:2]=3[Cl:1])=[N:9][CH:10]=2)=[CH:26][CH:27]=1)([CH3:20])([CH3:18])[CH3:19]. The catalyst class is: 18. (5) Reactant: [CH2:1]1[CH2:6][CH2:5][C:4]([CH2:11][NH2:12])([CH2:7][C:8]([OH:10])=[O:9])[CH2:3][CH2:2]1.[CH2:13](O)[CH:14]=[CH2:15].S(Cl)([Cl:19])=O. Product: [ClH:19].[NH2:12][CH2:11][C:4]1([CH2:7][C:8]([O:10][CH2:15][CH:14]=[CH2:13])=[O:9])[CH2:3][CH2:2][CH2:1][CH2:6][CH2:5]1. The catalyst class is: 27. (6) Reactant: [Cl:1][C:2]1[CH:7]=[CH:6][C:5]([NH2:8])=[CH:4][CH:3]=1.[Br:9][C:10]1[CH:11]=[C:12]([CH:15]=[CH:16][CH:17]=1)[CH:13]=O.[CH2:18]=[C:19]([CH3:21])[CH3:20].FC(F)(F)S([O-])(=O)=O.[Yb+3].FC(F)(F)S([O-])(=O)=O.FC(F)(F)S([O-])(=O)=O. Product: [Br:9][C:10]1[CH:11]=[C:12]([CH:13]2[CH2:18][C:19]([CH3:21])([CH3:20])[C:6]3[C:5](=[CH:4][CH:3]=[C:2]([Cl:1])[CH:7]=3)[NH:8]2)[CH:15]=[CH:16][CH:17]=1. The catalyst class is: 115.